This data is from Forward reaction prediction with 1.9M reactions from USPTO patents (1976-2016). The task is: Predict the product of the given reaction. (1) Given the reactants [CH3:1][O:2][C:3]1[CH:4]=[C:5]([NH:9][C:10]([C:12]2[CH:17]=[CH:16][C:15]([CH3:18])=[CH:14][CH:13]=2)=[NH:11])[CH:6]=[CH:7][CH:8]=1.C[Si]([N-][Si](C)(C)C)(C)C.[Na+].C1(C)C=CC(C#N)=CC=1.C[O:39][C:40]1C=C(C=[CH:45][CH:46]=1)N.[O:47]1CCCC1, predict the reaction product. The product is: [CH3:1][O:2][C:3]1[CH:4]=[C:5]([N:9]2[CH:45]=[C:46]([C:40]([OH:39])=[O:47])[N:11]=[C:10]2[C:12]2[CH:13]=[CH:14][C:15]([CH3:18])=[CH:16][CH:17]=2)[CH:6]=[CH:7][CH:8]=1. (2) Given the reactants [CH3:1][O:2][C:3]1[CH:4]=[C:5]([CH2:11][C:12](=O)[CH2:13][C:14]2[CH:19]=[CH:18][CH:17]=[CH:16][CH:15]=2)[CH:6]=[CH:7][C:8]=1[O:9][CH3:10].C([O-])(=O)C.[NH4+].[BH3-]C#[N:28].[Na+].[OH-].[Na+], predict the reaction product. The product is: [CH3:1][O:2][C:3]1[CH:4]=[C:5]([CH2:11][CH:12]([NH2:28])[CH2:13][C:14]2[CH:19]=[CH:18][CH:17]=[CH:16][CH:15]=2)[CH:6]=[CH:7][C:8]=1[O:9][CH3:10].